Dataset: Catalyst prediction with 721,799 reactions and 888 catalyst types from USPTO. Task: Predict which catalyst facilitates the given reaction. Reactant: [Cl:1][C:2]1[CH:3]=[CH:4][C:5]2[N:11]([CH2:12][C:13]([CH3:17])([CH3:16])[CH2:14][OH:15])[C:10](=[O:18])[C@@H:9]([CH2:19][C:20]([NH:22][C:23]3[CH:24]=[CH:25][C:26]4[O:30][C:29]([C:31]([O-:33])=[O:32])=[CH:28][C:27]=4[CH:34]=3)=[O:21])[O:8][C@H:7]([C:35]3[CH:40]=[CH:39][CH:38]=[C:37]([O:41][CH3:42])[C:36]=3[O:43][CH3:44])[C:6]=2[CH:45]=1.N1C=CC=CC=1.[C:52](OCC)(=[O:54])[CH3:53].C(Cl)(=O)C. Product: [C:52]([O:15][CH2:14][C:13]([CH3:17])([CH3:16])[CH2:12][N:11]1[C:5]2[CH:4]=[CH:3][C:2]([Cl:1])=[CH:45][C:6]=2[C@@H:7]([C:35]2[CH:40]=[CH:39][CH:38]=[C:37]([O:41][CH3:42])[C:36]=2[O:43][CH3:44])[O:8][C@H:9]([CH2:19][C:20]([NH:22][C:23]2[CH:24]=[CH:25][C:26]3[O:30][C:29]([C:31]([OH:33])=[O:32])=[CH:28][C:27]=3[CH:34]=2)=[O:21])[C:10]1=[O:18])(=[O:54])[CH3:53]. The catalyst class is: 6.